This data is from Full USPTO retrosynthesis dataset with 1.9M reactions from patents (1976-2016). The task is: Predict the reactants needed to synthesize the given product. (1) Given the product [CH3:22][N:18]1[C:19]2[C:14](=[CH:13][C:12]([C:7]3[C:6]4[CH2:5][CH2:4][CH2:3][CH:2]([NH:1][S:26]([CH2:24][CH3:25])(=[O:28])=[O:27])[C:11]=4[CH:10]=[N:9][CH:8]=3)=[CH:21][CH:20]=2)[CH2:15][CH2:16][C:17]1=[O:23], predict the reactants needed to synthesize it. The reactants are: [NH2:1][CH:2]1[C:11]2[CH:10]=[N:9][CH:8]=[C:7]([C:12]3[CH:13]=[C:14]4[C:19](=[CH:20][CH:21]=3)[N:18]([CH3:22])[C:17](=[O:23])[CH2:16][CH2:15]4)[C:6]=2[CH2:5][CH2:4][CH2:3]1.[CH2:24]([S:26](Cl)(=[O:28])=[O:27])[CH3:25].CCN(CC)CC. (2) Given the product [CH3:3][O:4][C:5]1[CH:10]=[CH:9][CH:8]=[CH:7][C:6]=1[CH2:11][O:12][CH2:14][CH2:15][OH:16], predict the reactants needed to synthesize it. The reactants are: [H-].[Na+].[CH3:3][O:4][C:5]1[CH:10]=[CH:9][CH:8]=[CH:7][C:6]=1[CH2:11][OH:12].Br[CH2:14][CH2:15][OH:16]. (3) Given the product [CH3:1][O:2][C:3]1[C:4]([N+:16]([O-:18])=[O:17])=[C:5]([CH:9]=[C:10]([O:14][CH3:15])[C:11]=1[O:12][CH3:13])[CH2:6][CH2:21][OH:22], predict the reactants needed to synthesize it. The reactants are: [CH3:1][O:2][C:3]1[C:4]([N+:16]([O-:18])=[O:17])=[C:5]([CH:9]=[C:10]([O:14][CH3:15])[C:11]=1[O:12][CH3:13])[C:6](O)=O.C1C[O:22][CH2:21]C1. (4) Given the product [Br:13][C:14]1[C:19]([N:3]2[C:2]([CH3:1])=[CH:6][C:5]([C:7]([F:10])([F:9])[F:8])=[N:4]2)=[N:18][C:17]([NH:20][C:21]2[CH:22]=[C:23]([O:29][CH3:30])[CH:24]=[C:25]([O:27][CH3:28])[CH:26]=2)=[N:33][CH:15]=1, predict the reactants needed to synthesize it. The reactants are: [CH3:1][C:2]1[CH:6]=[C:5]([C:7]([F:10])([F:9])[F:8])[NH:4][N:3]=1.[H-].[Na+].[Br:13][C:14]1[C:15](Cl)=C[C:17]([NH:20][C:21]2[CH:26]=[C:25]([O:27][CH3:28])[CH:24]=[C:23]([O:29][CH3:30])[CH:22]=2)=[N:18][CH:19]=1.C[N:33]1C(=O)CCC1. (5) Given the product [Cl:1][C:2]1[CH:10]=[CH:9][C:5]([CH2:6][OH:7])=[C:4]([F:11])[CH:3]=1, predict the reactants needed to synthesize it. The reactants are: [Cl:1][C:2]1[CH:10]=[CH:9][C:5]([C:6](O)=[O:7])=[C:4]([F:11])[CH:3]=1.[H-].[H-].[H-].[H-].[Li+].[Al+3]. (6) Given the product [CH3:6][O:5][C:3](=[O:4])[C:2](=[CH:17][C:16]1[CH:19]=[CH:20][C:13]([CH:10]([CH3:12])[CH3:11])=[CH:14][CH:15]=1)[C:1]([O:8][CH3:9])=[O:7], predict the reactants needed to synthesize it. The reactants are: [C:1]([O:8][CH3:9])(=[O:7])[CH2:2][C:3]([O:5][CH3:6])=[O:4].[CH:10]([C:13]1[CH:20]=[CH:19][C:16]([CH:17]=O)=[CH:15][CH:14]=1)([CH3:12])[CH3:11].N1CCCCC1.C(O)(=O)C.